Dataset: Forward reaction prediction with 1.9M reactions from USPTO patents (1976-2016). Task: Predict the product of the given reaction. (1) Given the reactants C(OC([N:11]1[CH2:16][CH2:15][CH:14]([NH:17][CH2:18][C:19]2[CH:28]=[CH:27][C:22]3[O:23][CH2:24][CH2:25][O:26][C:21]=3[CH:20]=2)[CH:13]([C:29]([CH3:37])([CH3:36])[O:30][SiH2:31][C:32]([CH3:35])([CH3:34])[CH3:33])[CH2:12]1)=O)C1C=CC=CC=1, predict the reaction product. The product is: [C:32]([SiH2:31][O:30][C:29]([CH3:37])([CH3:36])[CH:13]1[CH:14]([NH:17][CH2:18][C:19]2[CH:28]=[CH:27][C:22]3[O:23][CH2:24][CH2:25][O:26][C:21]=3[CH:20]=2)[CH2:15][CH2:16][NH:11][CH2:12]1)([CH3:35])([CH3:33])[CH3:34]. (2) Given the reactants [Br:1][C:2]1[C:3](F)=[C:4]([C:7]([F:10])=[CH:8][CH:9]=1)[CH:5]=[O:6].[CH3:12][C:13]([SH:16])([CH3:15])[CH3:14].C(=O)([O-])[O-].[K+].[K+], predict the reaction product. The product is: [Br:1][C:2]1[C:3]([S:16][C:13]([CH3:15])([CH3:14])[CH3:12])=[C:4]([C:7]([F:10])=[CH:8][CH:9]=1)[CH:5]=[O:6]. (3) Given the reactants [NH:1]([C:6]([CH3:8])=[O:7])[CH2:2][C:3](O)=[O:4].[NH:9]([CH2:11][C:12]([O:14]CC1C=CC=CC=1)=[O:13])[CH3:10].[CH3:22][C:23]1[CH:24]=[CH:25][C:26](S(O)(=O)=O)=[CH:27][CH:28]=1.C(N(CC)CC)C.C1C=CC2N(O)N=NC=2C=1.C1CCC(N=C=NC2CCCCC2)CC1, predict the reaction product. The product is: [NH:1]([C:6]([CH3:8])=[O:7])[CH2:2][C:3]([N:9]([CH2:11][C:12]([O:14][CH2:22][C:23]1[CH:24]=[CH:25][CH:26]=[CH:27][CH:28]=1)=[O:13])[CH3:10])=[O:4]. (4) Given the reactants [C:1]([O:5][C:6](=[O:34])[NH:7][C:8]([C:10]1[S:11][C:12]([S:32][CH3:33])=[C:13]([S:15]([C:18]2[CH:19]=[C:20]([C:24]3[C:29]([CH3:30])=[CH:28][CH:27]=[CH:26][C:25]=3[NH2:31])[CH:21]=[CH:22][CH:23]=2)(=[O:17])=[O:16])[CH:14]=1)=[NH:9])([CH3:4])([CH3:3])[CH3:2].[Br:35][CH:36]([CH3:40])[C:37](Br)=[O:38].CCN(CC)CC.CCOC(C)=O, predict the reaction product. The product is: [C:1]([O:5][C:6](=[O:34])[NH:7][C:8]([C:10]1[S:11][C:12]([S:32][CH3:33])=[C:13]([S:15]([C:18]2[CH:19]=[C:20]([C:24]3[C:25]([NH:31][C:37](=[O:38])[CH:36]([Br:35])[CH3:40])=[CH:26][CH:27]=[CH:28][C:29]=3[CH3:30])[CH:21]=[CH:22][CH:23]=2)(=[O:17])=[O:16])[CH:14]=1)=[NH:9])([CH3:4])([CH3:3])[CH3:2]. (5) Given the reactants [OH-:1].[Na+].[CH:3]1[CH:8]=[CH:7][C:6]([CH2:9][C:10]2[C:15]([OH:16])=[CH:14][CH:13]=[CH:12][CH:11]=2)=[CH:5][CH:4]=1.[CH:17](Cl)(Cl)Cl.Cl, predict the reaction product. The product is: [C:6]1([CH2:9][C:10]2[CH:11]=[CH:12][CH:13]=[C:14]([CH:17]=[O:1])[C:15]=2[OH:16])[CH:5]=[CH:4][CH:3]=[CH:8][CH:7]=1. (6) The product is: [F:14][C:9]1[CH:8]=[C:7]2[C:12]([CH:13]=[C:4]([CH:2]=[O:3])[C:5]([C:15]3[CH:20]=[CH:19][CH:18]=[CH:17][C:16]=3[S:21]([CH3:24])(=[O:23])=[O:22])=[N:6]2)=[N:11][CH:10]=1. Given the reactants C[CH:2]([C:4]1[C:5]([C:15]2[CH:20]=[CH:19][CH:18]=[CH:17][C:16]=2[S:21]([CH3:24])(=[O:23])=[O:22])=[N:6][C:7]2[C:12]([CH:13]=1)=[N:11][CH:10]=[C:9]([F:14])[CH:8]=2)[OH:3].[Cr](O[Cr]([O-])(=O)=O)([O-])(=O)=O.[NH+]1C=CC=CC=1.[NH+]1C=CC=CC=1, predict the reaction product. (7) Given the reactants [Li].[CH3:2][C@H:3]1[CH2:7][CH2:6][C@H:5]([CH3:8])[P:4]1C1C=CC=CC=1.Cl[Si:16]([CH3:19])([CH3:18])[CH3:17], predict the reaction product. The product is: [CH3:2][C@@H:3]1[CH2:7][CH2:6][C@@H:5]([CH3:8])[P:4]1[Si:16]([CH3:19])([CH3:18])[CH3:17]. (8) Given the reactants C(OC(C)(C)C)(=[O:4])NN.[C:10]([N:13]1[C:21]2[C:16](=[CH:17][C:18]([C:22](Cl)=[O:23])=[CH:19][CH:20]=2)[C:15]([C:25]2[CH:30]=[CH:29][C:28]([F:31])=[CH:27][CH:26]=2)=[N:14]1)(=[O:12])[CH3:11], predict the reaction product. The product is: [C:10]([N:13]1[C:21]2[C:16](=[CH:17][C:18]([C:22]([OH:4])=[O:23])=[CH:19][CH:20]=2)[C:15]([C:25]2[CH:30]=[CH:29][C:28]([F:31])=[CH:27][CH:26]=2)=[N:14]1)(=[O:12])[CH3:11].